This data is from Peptide-MHC class I binding affinity with 185,985 pairs from IEDB/IMGT. The task is: Regression. Given a peptide amino acid sequence and an MHC pseudo amino acid sequence, predict their binding affinity value. This is MHC class I binding data. (1) The peptide sequence is MAMPEYWQF. The MHC is HLA-B15:17 with pseudo-sequence HLA-B15:17. The binding affinity (normalized) is 0.798. (2) The peptide sequence is GTEKLTITY. The MHC is HLA-A11:01 with pseudo-sequence HLA-A11:01. The binding affinity (normalized) is 0.0847. (3) The peptide sequence is SSASDSDM. The MHC is Mamu-A01 with pseudo-sequence Mamu-A01. The binding affinity (normalized) is 0. (4) The peptide sequence is GLYRLNFRR. The MHC is HLA-A26:02 with pseudo-sequence HLA-A26:02. The binding affinity (normalized) is 0.0847. (5) The peptide sequence is LSPAHLINK. The MHC is HLA-A31:01 with pseudo-sequence HLA-A31:01. The binding affinity (normalized) is 0.0912. (6) The peptide sequence is GLSFLNPEK. The MHC is HLA-A24:03 with pseudo-sequence HLA-A24:03. The binding affinity (normalized) is 0.0847.